This data is from Reaction yield outcomes from USPTO patents with 853,638 reactions. The task is: Predict the reaction yield, written as a fraction of the theoretical maximum amount of product (1.0 means a 100% yield; for example, 0.34 means a 34% yield). The reactants are [F:1][C:2]1[C:3]([I:11])=[C:4]2[CH:10]=[CH:9][NH:8][C:5]2=[N:6][CH:7]=1.[H-].[Na+].[CH3:14][Si:15]([CH3:22])([CH3:21])[CH2:16][CH2:17][O:18][CH2:19]Cl. The catalyst is CN(C=O)C. The product is [F:1][C:2]1[C:3]([I:11])=[C:4]2[CH:10]=[CH:9][N:8]([CH2:19][O:18][CH2:17][CH2:16][Si:15]([CH3:22])([CH3:21])[CH3:14])[C:5]2=[N:6][CH:7]=1. The yield is 0.950.